Predict the product of the given reaction. From a dataset of Forward reaction prediction with 1.9M reactions from USPTO patents (1976-2016). (1) Given the reactants [F:1][C:2]1[C:11]2[C:6](=[CH:7][CH:8]=[CH:9][CH:10]=2)[C:5]([C:12]([OH:14])=[O:13])=[CH:4][CH:3]=1.[CH2:15](O)[CH3:16].S(=O)(=O)(O)O, predict the reaction product. The product is: [CH2:15]([O:13][C:12]([C:5]1[C:6]2[C:11](=[CH:10][CH:9]=[CH:8][CH:7]=2)[C:2]([F:1])=[CH:3][CH:4]=1)=[O:14])[CH3:16]. (2) Given the reactants [Si]([O:8][CH2:9][C:10]1[N:15]=[C:14]([C:16]2[C:25]3[CH2:24][CH2:23][CH2:22][CH2:21][C:20]=3[N:19]=[C:18]([O:26][CH2:27][C:28]3[CH:33]=[CH:32][CH:31]=[C:30]([F:34])[N:29]=3)[CH:17]=2)[CH:13]=[N:12][CH:11]=1)(C(C)(C)C)(C)C.CCCC[N+](CCCC)(CCCC)CCCC.[F-].C1COCC1, predict the reaction product. The product is: [F:34][C:30]1[N:29]=[C:28]([CH2:27][O:26][C:18]2[CH:17]=[C:16]([C:14]3[N:15]=[C:10]([CH2:9][OH:8])[CH:11]=[N:12][CH:13]=3)[C:25]3[CH2:24][CH2:23][CH2:22][CH2:21][C:20]=3[N:19]=2)[CH:33]=[CH:32][CH:31]=1. (3) Given the reactants [C:1]([OH:7])(=[O:6])[CH2:2][C:3]([OH:5])=[O:4].[CH:8]1([CH3:18])[CH2:13][CH2:12][CH:11]([CH:14]([CH3:16])[CH3:15])[CH:10](O)[CH2:9]1.S(=O)(=O)(O)O.O, predict the reaction product. The product is: [C:1]([O:7][CH:10]1[CH:11]([CH:14]([CH3:16])[CH3:15])[CH2:12][CH2:13][CH:8]([CH3:18])[CH2:9]1)(=[O:6])[CH2:2][C:3]([O:5][CH:10]1[CH:11]([CH:14]([CH3:16])[CH3:15])[CH2:12][CH2:13][CH:8]([CH3:18])[CH2:9]1)=[O:4]. (4) The product is: [OH:17][C:8]1[C:7]([C:4]2[N:5]=[N:6][N:2]([CH3:1])[N:3]=2)=[C:12]([O:13][CH3:14])[CH:11]=[C:10]([O:15][CH3:16])[C:9]=1[C:19](=[O:21])[CH3:20]. Given the reactants [CH3:1][N:2]1[N:6]=[N:5][C:4]([C:7]2[C:12]([O:13][CH3:14])=[CH:11][C:10]([O:15][CH3:16])=[CH:9][C:8]=2[O:17]C)=[N:3]1.[C:19](OC(=O)C)(=[O:21])[CH3:20].B(F)(F)F.CCOCC.C([O-])([O-])=O.[Na+].[Na+], predict the reaction product. (5) Given the reactants [NH2:1][CH:2]([CH2:13][C:14]1[CH:19]=[CH:18][C:17]([C:20]([F:23])([F:22])[F:21])=[CH:16][CH:15]=1)[CH:3]([C:5]1[CH:10]=[CH:9][C:8]([F:11])=[CH:7][C:6]=1[F:12])[OH:4].[C:24]1([CH2:30][CH2:31][C:32](Cl)=[O:33])[CH:29]=[CH:28][CH:27]=[CH:26][CH:25]=1.C(=O)([O-])O.[Na+], predict the reaction product. The product is: [F:12][C:6]1[CH:7]=[C:8]([F:11])[CH:9]=[CH:10][C:5]=1[CH:3]([OH:4])[CH:2]([NH:1][C:32](=[O:33])[CH2:31][CH2:30][C:24]1[CH:29]=[CH:28][CH:27]=[CH:26][CH:25]=1)[CH2:13][C:14]1[CH:19]=[CH:18][C:17]([C:20]([F:23])([F:22])[F:21])=[CH:16][CH:15]=1. (6) Given the reactants [Cl:1][C:2]1[CH:7]=[CH:6][C:5]([OH:8])=[CH:4][C:3]=1[C:9]([F:12])([F:11])[F:10].F[C:14]1[CH:21]=[CH:20][C:17]([CH:18]=[O:19])=[CH:16][CH:15]=1.C([O-])([O-])=O.[K+].[K+], predict the reaction product. The product is: [Cl:1][C:2]1[CH:7]=[CH:6][C:5]([O:8][C:14]2[CH:21]=[CH:20][C:17]([CH:18]=[O:19])=[CH:16][CH:15]=2)=[CH:4][C:3]=1[C:9]([F:10])([F:11])[F:12]. (7) The product is: [CH3:15][C:10]1([CH2:16][CH:17]([OH:19])[CH3:18])[O:11][CH2:12][C@@H:13]([CH3:14])[NH:8][CH2:9]1. Given the reactants C([N:8]1[C@H:13]([CH3:14])[CH2:12][O:11][C:10]([CH2:16][CH:17]([OH:19])[CH3:18])([CH3:15])[CH2:9]1)C1C=CC=CC=1, predict the reaction product.